From a dataset of Full USPTO retrosynthesis dataset with 1.9M reactions from patents (1976-2016). Predict the reactants needed to synthesize the given product. (1) Given the product [CH:1]([O:4][CH2:5][CH2:6][NH:7][S:8]([NH:11][C:12](=[O:38])[O:13][CH2:14][CH2:15][C:16]1[CH:21]=[CH:20][C:19]([OH:22])=[CH:18][C:17]=1[O:26][C:27]1[C:32]([Cl:33])=[CH:31][C:30]([C:34]([F:35])([F:37])[F:36])=[CH:29][N:28]=1)(=[O:10])=[O:9])([CH3:3])[CH3:2], predict the reactants needed to synthesize it. The reactants are: [CH:1]([O:4][CH2:5][CH2:6][NH:7][S:8]([NH:11][C:12](=[O:38])[O:13][CH2:14][CH2:15][C:16]1[CH:21]=[CH:20][C:19]([O:22]COC)=[CH:18][C:17]=1[O:26][C:27]1[C:32]([Cl:33])=[CH:31][C:30]([C:34]([F:37])([F:36])[F:35])=[CH:29][N:28]=1)(=[O:10])=[O:9])([CH3:3])[CH3:2].Cl.CO.C(=O)([O-])O.[Na+]. (2) The reactants are: [Br:1][C:2]1[CH:3]=[C:4]2[C:8](=[N:9][CH:10]=1)[NH:7][CH:6]=[CH:5]2.[Al+3].[Cl-].[Cl-].[Cl-].ClC(Cl)(Cl)[C:17](Cl)=[O:18].[OH2:22]. Given the product [Br:1][C:2]1[CH:3]=[C:4]2[C:5]([C:17]([OH:18])=[O:22])=[CH:6][NH:7][C:8]2=[N:9][CH:10]=1, predict the reactants needed to synthesize it. (3) Given the product [Br:1][C:2]1[CH:3]=[CH:4][C:5]([C@@H:8]([N:10]2[CH2:18][CH2:19][CH:20]([C:22]3[CH:23]=[CH:24][C:25]([F:28])=[CH:26][CH:27]=3)[O:12][C:11]2=[O:17])[CH3:9])=[CH:6][CH:7]=1, predict the reactants needed to synthesize it. The reactants are: [Br:1][C:2]1[CH:7]=[CH:6][C:5]([C@@H:8]([N:10]([CH2:18][CH2:19][CH:20]([C:22]2[CH:27]=[CH:26][C:25]([F:28])=[CH:24][CH:23]=2)O)[C:11](=[O:17])[O:12]C(C)(C)C)[CH3:9])=[CH:4][CH:3]=1.[H-].[Na+].CCOC(C)=O.